Task: Regression. Given two drug SMILES strings and cell line genomic features, predict the synergy score measuring deviation from expected non-interaction effect.. Dataset: NCI-60 drug combinations with 297,098 pairs across 59 cell lines (1) Drug 1: CC1=C2C(C(=O)C3(C(CC4C(C3C(C(C2(C)C)(CC1OC(=O)C(C(C5=CC=CC=C5)NC(=O)OC(C)(C)C)O)O)OC(=O)C6=CC=CC=C6)(CO4)OC(=O)C)OC)C)OC. Drug 2: C1=CC(=CC=C1CCCC(=O)O)N(CCCl)CCCl. Cell line: MALME-3M. Synergy scores: CSS=19.9, Synergy_ZIP=-10.1, Synergy_Bliss=-8.77, Synergy_Loewe=-9.56, Synergy_HSA=-3.82. (2) Drug 1: CC1=C2C(C(=O)C3(C(CC4C(C3C(C(C2(C)C)(CC1OC(=O)C(C(C5=CC=CC=C5)NC(=O)C6=CC=CC=C6)O)O)OC(=O)C7=CC=CC=C7)(CO4)OC(=O)C)O)C)OC(=O)C. Drug 2: B(C(CC(C)C)NC(=O)C(CC1=CC=CC=C1)NC(=O)C2=NC=CN=C2)(O)O. Cell line: NCIH23. Synergy scores: CSS=62.8, Synergy_ZIP=-0.911, Synergy_Bliss=-2.41, Synergy_Loewe=-6.28, Synergy_HSA=-0.818.